This data is from Catalyst prediction with 721,799 reactions and 888 catalyst types from USPTO. The task is: Predict which catalyst facilitates the given reaction. (1) Reactant: [NH2:1][CH:2]([CH2:5][C:6]1[CH:11]=[CH:10][N:9]=[CH:8][C:7]=1[O:12][CH3:13])[CH2:3][OH:4].[C:14]([N:18]=[C:19]=[S:20])([CH3:17])([CH3:16])[CH3:15]. Product: [C:14]([NH:18][C:19]([NH:1][CH:2]([CH2:5][C:6]1[CH:11]=[CH:10][N:9]=[CH:8][C:7]=1[O:12][CH3:13])[CH2:3][OH:4])=[S:20])([CH3:17])([CH3:16])[CH3:15]. The catalyst class is: 8. (2) Reactant: [NH2:1][C:2]1[CH:22]=[CH:21][CH:20]=[CH:19][C:3]=1[C:4]([NH:6][C:7]1[CH:12]=[CH:11][C:10]([CH:13]2[CH2:18][CH2:17][CH2:16][CH2:15][CH2:14]2)=[CH:9][CH:8]=1)=[O:5].C1(C2C=CC(N)=CC=2)CCCCC1.[Si]([O:43][CH2:44][CH2:45][O:46][C:47]1[C:54]([CH3:55])=[CH:53][C:50]([CH:51]=O)=[CH:49][C:48]=1[CH3:56])(C(C)(C)C)(C)C. Product: [CH:13]1([C:10]2[CH:11]=[CH:12][C:7]([N:6]3[C:4](=[O:5])[C:3]4[C:2](=[CH:22][CH:21]=[CH:20][CH:19]=4)[N:1]=[C:51]3[C:50]3[CH:53]=[C:54]([CH3:55])[C:47]([O:46][CH2:45][CH2:44][OH:43])=[C:48]([CH3:56])[CH:49]=3)=[CH:8][CH:9]=2)[CH2:18][CH2:17][CH2:16][CH2:15][CH2:14]1. The catalyst class is: 8.